From a dataset of Forward reaction prediction with 1.9M reactions from USPTO patents (1976-2016). Predict the product of the given reaction. (1) Given the reactants [C:1]1([C@H:7]2[C@@H:11]([C:12]3[CH:17]=[CH:16][CH:15]=[CH:14][CH:13]=3)[NH:10][C:9](=[S:18])[NH:8]2)[CH:6]=[CH:5][CH:4]=[CH:3][CH:2]=1.[F:19][C:20]1[CH:21]=[C:22]([CH:25]=[CH:26][CH:27]=1)[CH2:23][Cl:24], predict the reaction product. The product is: [ClH:24].[F:19][C:20]1[CH:21]=[C:22]([CH:25]=[CH:26][CH:27]=1)[CH2:23][S:18][C:9]1[NH:8][C@H:7]([C:1]2[CH:2]=[CH:3][CH:4]=[CH:5][CH:6]=2)[C@H:11]([C:12]2[CH:13]=[CH:14][CH:15]=[CH:16][CH:17]=2)[N:10]=1. (2) Given the reactants [CH3:1][C@@H:2]1[CH2:7][N:6]([C:8]2[CH:9]=[C:10]([NH2:20])[C:11]([N:14]3[CH2:19][CH2:18][O:17][CH2:16][CH2:15]3)=[N:12][CH:13]=2)[CH2:5][CH2:4][O:3]1.Cl[C:22]1[C:31]2[C:26](=[CH:27][C:28]([F:32])=[CH:29][CH:30]=2)[N:25]=[C:24]([C:33]2[CH:38]=[CH:37][CH:36]=[CH:35][N:34]=2)[C:23]=1[CH3:39].Cl.O1CCOCC1.CN1C(=O)CCC1, predict the reaction product. The product is: [F:32][C:28]1[CH:27]=[C:26]2[C:31]([C:22]([NH:20][C:10]3[C:11]([N:14]4[CH2:15][CH2:16][O:17][CH2:18][CH2:19]4)=[N:12][CH:13]=[C:8]([N:6]4[CH2:5][CH2:4][O:3][C@H:2]([CH3:1])[CH2:7]4)[CH:9]=3)=[C:23]([CH3:39])[C:24]([C:33]3[CH:38]=[CH:37][CH:36]=[CH:35][N:34]=3)=[N:25]2)=[CH:30][CH:29]=1. (3) Given the reactants [C:1]1([CH:7]2[CH2:9][CH:8]2[C:10](Cl)=[O:11])[CH:6]=[CH:5][CH:4]=[CH:3][CH:2]=1.[CH2:13]([NH:20][C:21]([C:23]1[S:27][C:26]([NH2:28])=[N:25][C:24]=1[CH3:29])=[O:22])[C:14]1[CH:19]=[CH:18][CH:17]=[CH:16][CH:15]=1, predict the reaction product. The product is: [CH2:13]([NH:20][C:21]([C:23]1[S:27][C:26]([NH:28][C:10]([CH:8]2[CH2:9][CH:7]2[C:1]2[CH:6]=[CH:5][CH:4]=[CH:3][CH:2]=2)=[O:11])=[N:25][C:24]=1[CH3:29])=[O:22])[C:14]1[CH:19]=[CH:18][CH:17]=[CH:16][CH:15]=1. (4) The product is: [CH2:1]([O:3][C:4]([C:6]1[S:10][C:9]([Br:20])=[N:8][C:7]=1[C:12]([F:15])([F:14])[F:13])=[O:5])[CH3:2]. Given the reactants [CH2:1]([O:3][C:4]([C:6]1[S:10][C:9](N)=[N:8][C:7]=1[C:12]([F:15])([F:14])[F:13])=[O:5])[CH3:2].N([O-])=O.[Na+].[BrH:20], predict the reaction product. (5) Given the reactants [C:1]([N:9]1[C:13]([CH3:15])([CH3:14])[CH2:12][N:11](CC2C=CC(OC)=CC=2)[C:10]1=[O:25])(=[O:8])[C:2]1[CH:7]=[CH:6][CH:5]=[CH:4][CH:3]=1.FC(F)(F)S(O)(=O)=O.C(=O)([O-])O.[Na+], predict the reaction product. The product is: [C:1]([N:9]1[C:13]([CH3:14])([CH3:15])[CH2:12][NH:11][C:10]1=[O:25])(=[O:8])[C:2]1[CH:3]=[CH:4][CH:5]=[CH:6][CH:7]=1. (6) Given the reactants [CH2:1]([O:8][C:9]1[CH:10]=[C:11]2[C:16](=[CH:17][C:18]=1[O:19][CH3:20])[NH:15][C:14](=[O:21])[C:13]([C:22](O)=[O:23])=[CH:12]2)[C:2]1[CH:7]=[CH:6][CH:5]=[CH:4][CH:3]=1.CN(C(ON1N=NC2C=CC=NC1=2)=[N+](C)C)C.F[P-](F)(F)(F)(F)F.CN1CCOCC1.[NH2:56][C:57]1[CH:58]=[C:59]([CH:71]=[CH:72][C:73]=1[Cl:74])[C:60]([NH:62][CH2:63][C:64]1[CH:69]=[CH:68][CH:67]=[C:66]([Cl:70])[CH:65]=1)=[O:61], predict the reaction product. The product is: [Cl:74][C:73]1[CH:72]=[CH:71][C:59]([C:60](=[O:61])[NH:62][CH2:63][C:64]2[CH:69]=[CH:68][CH:67]=[C:66]([Cl:70])[CH:65]=2)=[CH:58][C:57]=1[NH:56][C:22]([C:13]1[C:14](=[O:21])[NH:15][C:16]2[C:11]([CH:12]=1)=[CH:10][C:9]([O:8][CH2:1][C:2]1[CH:7]=[CH:6][CH:5]=[CH:4][CH:3]=1)=[C:18]([O:19][CH3:20])[CH:17]=2)=[O:23].